This data is from Peptide-MHC class I binding affinity with 185,985 pairs from IEDB/IMGT. The task is: Regression. Given a peptide amino acid sequence and an MHC pseudo amino acid sequence, predict their binding affinity value. This is MHC class I binding data. (1) The peptide sequence is KGCRCLGEG. The MHC is HLA-B27:05 with pseudo-sequence HLA-B27:05. The binding affinity (normalized) is 0. (2) The peptide sequence is SLTIPSFYT. The MHC is HLA-A03:01 with pseudo-sequence HLA-A03:01. The binding affinity (normalized) is 0.0847. (3) The peptide sequence is TSYKFESV. The MHC is H-2-Kb with pseudo-sequence H-2-Kb. The binding affinity (normalized) is 0.998. (4) The peptide sequence is KPDGSDSMDV. The MHC is HLA-B07:02 with pseudo-sequence HLA-B07:02. The binding affinity (normalized) is 0.492. (5) The peptide sequence is RWRRRWQQLL. The MHC is HLA-B27:05 with pseudo-sequence HLA-B27:05. The binding affinity (normalized) is 0.765. (6) The peptide sequence is EMVDELVTRK. The MHC is HLA-A33:01 with pseudo-sequence HLA-A33:01. The binding affinity (normalized) is 0. (7) The peptide sequence is YLYVDKNFI. The MHC is HLA-A02:01 with pseudo-sequence HLA-A02:01. The binding affinity (normalized) is 0.794. (8) The peptide sequence is YVIKVSARV. The MHC is HLA-B27:05 with pseudo-sequence HLA-B27:05. The binding affinity (normalized) is 0.